This data is from Peptide-MHC class I binding affinity with 185,985 pairs from IEDB/IMGT. The task is: Regression. Given a peptide amino acid sequence and an MHC pseudo amino acid sequence, predict their binding affinity value. This is MHC class I binding data. (1) The peptide sequence is WLGWGHAWV. The MHC is HLA-A25:01 with pseudo-sequence HLA-A25:01. The binding affinity (normalized) is 0.0847. (2) The peptide sequence is VHINVELSL. The MHC is Mamu-A07 with pseudo-sequence Mamu-A07. The binding affinity (normalized) is 0.545. (3) The peptide sequence is LINRFTMRHK. The MHC is HLA-A03:01 with pseudo-sequence HLA-A03:01. The binding affinity (normalized) is 0.755. (4) The binding affinity (normalized) is 0.599. The peptide sequence is QQNQESKIMK. The MHC is HLA-A11:01 with pseudo-sequence HLA-A11:01. (5) The peptide sequence is IMAVGIVSI. The MHC is HLA-A32:01 with pseudo-sequence HLA-A32:01. The binding affinity (normalized) is 0.786. (6) The binding affinity (normalized) is 0. The peptide sequence is FPKNDFVSF. The MHC is HLA-A32:01 with pseudo-sequence HLA-A32:01. (7) The binding affinity (normalized) is 0.692. The peptide sequence is RVLYDEFVTI. The MHC is HLA-A02:01 with pseudo-sequence HLA-A02:01. (8) The MHC is Mamu-B52 with pseudo-sequence Mamu-B52. The peptide sequence is RITWYSKNF. The binding affinity (normalized) is 0.390. (9) The peptide sequence is IISDMYDPR. The MHC is HLA-A31:01 with pseudo-sequence HLA-A31:01. The binding affinity (normalized) is 0.465. (10) The peptide sequence is YFTFDLTAL. The MHC is HLA-B57:01 with pseudo-sequence HLA-B57:01. The binding affinity (normalized) is 0.0847.